Dataset: Full USPTO retrosynthesis dataset with 1.9M reactions from patents (1976-2016). Task: Predict the reactants needed to synthesize the given product. (1) Given the product [N:15]([CH:24]([C:26]1([CH3:30])[CH2:29][O:28][CH2:27]1)[C:22]1[O:23][C:19]([CH3:18])=[CH:20][CH:21]=1)=[N+:16]=[N-:17], predict the reactants needed to synthesize it. The reactants are: C1(P([N:15]=[N+:16]=[N-:17])(C2C=CC=CC=2)=O)C=CC=CC=1.[CH3:18][C:19]1[O:23][C:22]([CH:24]([C:26]2([CH3:30])[CH2:29][O:28][CH2:27]2)O)=[CH:21][CH:20]=1.N12CCCN=C1CCCCC2. (2) The reactants are: [CH3:1][C:2]1[CH:7]=[C:6]([CH3:8])[N:5]=[C:4]([N:9]2[CH2:16][CH:15]3[CH:11]([CH2:12][NH:13][CH2:14]3)[CH2:10]2)[N:3]=1.CC(O)=O.[CH3:21][C:22]1[CH:30]=[C:29]([CH3:31])[CH:28]=[C:27]([CH3:32])[C:23]=1[C:24](O)=[O:25]. Given the product [CH3:1][C:2]1[CH:7]=[C:6]([CH3:8])[N:5]=[C:4]([N:9]2[CH2:16][CH:15]3[CH2:14][N:13]([C:24]([C:23]4[C:22]([CH3:21])=[CH:30][C:29]([CH3:31])=[CH:28][C:27]=4[CH3:32])=[O:25])[CH2:12][CH:11]3[CH2:10]2)[N:3]=1, predict the reactants needed to synthesize it. (3) Given the product [CH3:1][N:15]1[CH2:20][CH2:19][CH:18]([C:21]2[N:22]=[CH:23][C:24]([C:27]([O:29][CH3:30])=[O:28])=[CH:25][N:26]=2)[CH2:17][CH2:16]1, predict the reactants needed to synthesize it. The reactants are: [C:1](O[BH-](OC(=O)C)OC(=O)C)(=O)C.[Na+].[NH:15]1[CH2:20][CH2:19][CH:18]([C:21]2[N:26]=[CH:25][C:24]([C:27]([O:29][CH3:30])=[O:28])=[CH:23][N:22]=2)[CH2:17][CH2:16]1.C=O.C(O)(=O)C. (4) The reactants are: [CH3:1][C:2]1[CH:3]=[C:4]([C:8]2[N:9]=[C:10]([NH2:20])[S:11][C:12]=2[C:13]2[CH:18]=[CH:17][N:16]=[C:15]([CH3:19])[CH:14]=2)[CH:5]=[CH:6][CH:7]=1.[C:21](Cl)(=[O:23])[CH3:22].C(=O)([O-])O.[Na+]. Given the product [CH3:1][C:2]1[CH:3]=[C:4]([C:8]2[N:9]=[C:10]([NH:20][C:21](=[O:23])[CH3:22])[S:11][C:12]=2[C:13]2[CH:18]=[CH:17][N:16]=[C:15]([CH3:19])[CH:14]=2)[CH:5]=[CH:6][CH:7]=1, predict the reactants needed to synthesize it. (5) Given the product [CH2:3]([Mg:1][Br:21])[CH3:4].[Br:22][C:17]1[C:16](=[O:23])[N:15]([CH3:14])[C:19](=[O:20])[C:18]=1[C:7]1[C:8]2[C:13](=[N:12][CH:11]=[CH:10][CH:9]=2)[NH:5][CH:6]=1, predict the reactants needed to synthesize it. The reactants are: [Mg:1].Br[CH2:3][CH3:4].[NH:5]1[C:13]2[C:8](=[CH:9][CH:10]=[CH:11][N:12]=2)[CH:7]=[CH:6]1.[CH3:14][N:15]1[C:19](=[O:20])[C:18]([Br:21])=[C:17]([Br:22])[C:16]1=[O:23].[Cl-].[NH4+].